This data is from Reaction yield outcomes from USPTO patents with 853,638 reactions. The task is: Predict the reaction yield, written as a fraction of the theoretical maximum amount of product (1.0 means a 100% yield; for example, 0.34 means a 34% yield). (1) The reactants are C([O:8][C:9]1[CH:14]=[CH:13][CH:12]=[CH:11][C:10]=1[NH:15][C:16](=[O:24])[C:17]1[CH:22]=[CH:21][N:20]=[CH:19][C:18]=1[F:23])C1C=CC=CC=1. The catalyst is Br.CC(O)=O.O.C(=O)(O)[O-].[Na+]. The product is [F:23][C:18]1[CH:19]=[N:20][CH:21]=[CH:22][C:17]=1[C:16]([NH:15][C:10]1[CH:11]=[CH:12][CH:13]=[CH:14][C:9]=1[OH:8])=[O:24]. The yield is 0.750. (2) The reactants are [Cl:1][C:2]1[CH:7]=[CH:6][CH:5]=[CH:4][C:3]=1[CH2:8][C:9]([OH:11])=[O:10].[CH3:12]O. The catalyst is S(=O)(=O)(O)O. The product is [Cl:1][C:2]1[CH:7]=[CH:6][CH:5]=[CH:4][C:3]=1[CH2:8][C:9]([O:11][CH3:12])=[O:10]. The yield is 0.975. (3) The reactants are [F:1][C:2]1[CH:7]=[CH:6][C:5]([C@@H:8]([OH:37])[CH2:9][CH2:10][C@@H:11]2[C@@H:14]([C:15]3[CH:20]=[CH:19][C:18](B4OC(C)(C)C(C)(C)O4)=[CH:17][CH:16]=3)[N:13]([C:30]3[CH:35]=[CH:34][CH:33]=[CH:32][CH:31]=3)[C:12]2=[O:36])=[CH:4][CH:3]=1.[C:38]([O:41][C@@H:42]1[C@@H:47]([O:48][C:49](=[O:51])[CH3:50])[C@H:46]([O:52][C:53](=[O:55])[CH3:54])[C@@H:45]([CH2:56][O:57][C:58](=[O:60])[CH3:59])[O:44][C@H:43]1[C:61]1[CH:66]=[CH:65][CH:64]=[C:63](Br)[CH:62]=1)(=[O:40])[CH3:39].C(=O)([O-])[O-].[K+].[K+]. The catalyst is C1(C)C=CC=CC=1.C(O)C.C1C=CC([P]([Pd]([P](C2C=CC=CC=2)(C2C=CC=CC=2)C2C=CC=CC=2)([P](C2C=CC=CC=2)(C2C=CC=CC=2)C2C=CC=CC=2)[P](C2C=CC=CC=2)(C2C=CC=CC=2)C2C=CC=CC=2)(C2C=CC=CC=2)C2C=CC=CC=2)=CC=1. The product is [C:38]([O:41][C@@H:42]1[C@@H:47]([O:48][C:49](=[O:51])[CH3:50])[C@H:46]([O:52][C:53](=[O:55])[CH3:54])[C@@H:45]([CH2:56][O:57][C:58](=[O:60])[CH3:59])[O:44][C@H:43]1[C:61]1[CH:62]=[C:63]([C:18]2[CH:17]=[CH:16][C:15]([C@@H:14]3[C@@H:11]([CH2:10][CH2:9][C@@H:8]([C:5]4[CH:4]=[CH:3][C:2]([F:1])=[CH:7][CH:6]=4)[OH:37])[C:12](=[O:36])[N:13]3[C:30]3[CH:35]=[CH:34][CH:33]=[CH:32][CH:31]=3)=[CH:20][CH:19]=2)[CH:64]=[CH:65][CH:66]=1)(=[O:40])[CH3:39]. The yield is 0.130. (4) The reactants are [F:1][C:2]1[CH:3]=[C:4]([CH:12]([C:16]2[CH:21]=[CH:20][C:19]([F:22])=[CH:18][CH:17]=2)[NH:13][CH:14]=O)[CH:5]=[C:6]([C:8]([F:11])([F:10])[F:9])[CH:7]=1.CCN(CC)CC.P(Cl)(Cl)(Cl)=O. The catalyst is C1COCC1. The product is [F:1][C:2]1[CH:7]=[C:6]([C:8]([F:10])([F:11])[F:9])[CH:5]=[C:4]([CH:12]([C:16]2[CH:17]=[CH:18][C:19]([F:22])=[CH:20][CH:21]=2)[N+:13]#[C-:14])[CH:3]=1. The yield is 0.930. (5) The reactants are FC(F)(F)C(O)=O.[N:8]1([C:14]2[N:19]3[N:20]=[C:21]([C:23]4[CH:28]=[CH:27][CH:26]=[CH:25][CH:24]=4)[CH:22]=[C:18]3[N:17]=[C:16]([NH:29][NH2:30])[CH:15]=2)[CH2:13][CH2:12][O:11][CH2:10][CH2:9]1.[Cl:31][C:32]1[CH:39]=[CH:38][CH:37]=[CH:36][C:33]=1[CH:34]=O. The catalyst is C(O)C. The product is [Cl:31][C:32]1[CH:39]=[CH:38][CH:37]=[CH:36][C:33]=1[CH:34]=[N:30][NH:29][C:16]1[CH:15]=[C:14]([N:8]2[CH2:13][CH2:12][O:11][CH2:10][CH2:9]2)[N:19]2[N:20]=[C:21]([C:23]3[CH:28]=[CH:27][CH:26]=[CH:25][CH:24]=3)[CH:22]=[C:18]2[N:17]=1. The yield is 0.180. (6) The reactants are CC([CH2:5][CH2:6][N:7]([CH2:11][C:12]1([F:35])[CH2:15][N:14]([C:16]([C:18]2[CH:23]=[CH:22][C:21]([F:24])=[C:20]([F:25])[C:19]=2[NH:26][C:27]2[CH:32]=[CH:31][C:30]([I:33])=[CH:29][C:28]=2[F:34])=[O:17])[CH2:13]1)C(=O)[O-])(C)C.Cl. The catalyst is C(#N)C.O1CCOCC1. The product is [CH2:6]([NH:7][CH2:11][C:12]1([F:35])[CH2:15][N:14]([C:16]([C:18]2[C:19]([NH:26][C:27]3[CH:32]=[CH:31][C:30]([I:33])=[CH:29][C:28]=3[F:34])=[C:20]([F:25])[C:21]([F:24])=[CH:22][CH:23]=2)=[O:17])[CH2:13]1)[CH3:5]. The yield is 0.270.